This data is from NCI-60 drug combinations with 297,098 pairs across 59 cell lines. The task is: Regression. Given two drug SMILES strings and cell line genomic features, predict the synergy score measuring deviation from expected non-interaction effect. (1) Drug 1: C1=C(C(=O)NC(=O)N1)F. Drug 2: CN(C)C1=NC(=NC(=N1)N(C)C)N(C)C. Cell line: HCT116. Synergy scores: CSS=48.4, Synergy_ZIP=0.548, Synergy_Bliss=-2.17, Synergy_Loewe=-20.6, Synergy_HSA=-1.80. (2) Drug 1: C1=NC2=C(N1)C(=S)N=CN2. Drug 2: C(CN)CNCCSP(=O)(O)O. Cell line: U251. Synergy scores: CSS=28.7, Synergy_ZIP=2.60, Synergy_Bliss=4.97, Synergy_Loewe=-36.2, Synergy_HSA=0.689. (3) Drug 1: CS(=O)(=O)C1=CC(=C(C=C1)C(=O)NC2=CC(=C(C=C2)Cl)C3=CC=CC=N3)Cl. Drug 2: C1=NC(=NC(=O)N1C2C(C(C(O2)CO)O)O)N. Cell line: SK-OV-3. Synergy scores: CSS=4.60, Synergy_ZIP=0.562, Synergy_Bliss=4.78, Synergy_Loewe=3.02, Synergy_HSA=3.36. (4) Drug 1: CN(C)N=NC1=C(NC=N1)C(=O)N. Drug 2: C1=NC(=NC(=O)N1C2C(C(C(O2)CO)O)O)N. Cell line: OVCAR3. Synergy scores: CSS=8.02, Synergy_ZIP=-3.83, Synergy_Bliss=3.20, Synergy_Loewe=-1.81, Synergy_HSA=2.91. (5) Drug 1: CC1C(C(CC(O1)OC2CC(CC3=C2C(=C4C(=C3O)C(=O)C5=C(C4=O)C(=CC=C5)OC)O)(C(=O)C)O)N)O.Cl. Drug 2: C1C(C(OC1N2C=C(C(=O)NC2=O)F)CO)O. Cell line: ACHN. Synergy scores: CSS=32.2, Synergy_ZIP=-12.2, Synergy_Bliss=-11.0, Synergy_Loewe=-20.0, Synergy_HSA=-7.10. (6) Drug 1: C1=NC(=NC(=O)N1C2C(C(C(O2)CO)O)O)N. Drug 2: CC1C(C(CC(O1)OC2CC(CC3=C2C(=C4C(=C3O)C(=O)C5=CC=CC=C5C4=O)O)(C(=O)C)O)N)O. Cell line: HOP-62. Synergy scores: CSS=62.2, Synergy_ZIP=1.91, Synergy_Bliss=4.45, Synergy_Loewe=6.05, Synergy_HSA=7.54. (7) Drug 1: CC12CCC3C(C1CCC2=O)CC(=C)C4=CC(=O)C=CC34C. Drug 2: C1CN(P(=O)(OC1)NCCCl)CCCl. Cell line: IGROV1. Synergy scores: CSS=31.6, Synergy_ZIP=0.0590, Synergy_Bliss=1.76, Synergy_Loewe=-13.6, Synergy_HSA=1.91. (8) Drug 1: CC(C)(C#N)C1=CC(=CC(=C1)CN2C=NC=N2)C(C)(C)C#N. Drug 2: C1C(C(OC1N2C=NC(=NC2=O)N)CO)O. Cell line: OVCAR3. Synergy scores: CSS=-15.5, Synergy_ZIP=4.69, Synergy_Bliss=-5.33, Synergy_Loewe=-32.3, Synergy_HSA=-31.0. (9) Drug 1: CC1=C(C=C(C=C1)NC2=NC=CC(=N2)N(C)C3=CC4=NN(C(=C4C=C3)C)C)S(=O)(=O)N.Cl. Drug 2: C1CCC(C(C1)N)N.C(=O)(C(=O)[O-])[O-].[Pt+4]. Cell line: NCIH23. Synergy scores: CSS=9.60, Synergy_ZIP=-4.60, Synergy_Bliss=-1.79, Synergy_Loewe=-17.9, Synergy_HSA=-0.984. (10) Drug 2: CC1=C(C=C(C=C1)C(=O)NC2=CC(=CC(=C2)C(F)(F)F)N3C=C(N=C3)C)NC4=NC=CC(=N4)C5=CN=CC=C5. Synergy scores: CSS=11.0, Synergy_ZIP=0.443, Synergy_Bliss=3.55, Synergy_Loewe=-0.721, Synergy_HSA=2.22. Drug 1: CC(C1=C(C=CC(=C1Cl)F)Cl)OC2=C(N=CC(=C2)C3=CN(N=C3)C4CCNCC4)N. Cell line: NCIH23.